From a dataset of Catalyst prediction with 721,799 reactions and 888 catalyst types from USPTO. Predict which catalyst facilitates the given reaction. (1) The catalyst class is: 23. Product: [Br:1][CH2:2][CH2:3][C:4]1[CH:9]=[CH:8][C:7]([C:10]([C:15]2[CH:20]=[CH:19][C:18]([CH2:21][CH2:22][CH:23]([OH:28])[C:24]([CH3:26])([CH3:25])[CH3:27])=[C:17]([CH3:36])[CH:16]=2)([CH2:11][CH3:12])[CH2:13][CH3:14])=[CH:6][C:5]=1[CH3:37]. Reactant: [Br:1][CH2:2][CH2:3][C:4]1[CH:9]=[CH:8][C:7]([C:10]([C:15]2[CH:20]=[CH:19][C:18]([CH2:21][CH2:22][CH:23]([O:28][Si](CC)(CC)CC)[C:24]([CH3:27])([CH3:26])[CH3:25])=[C:17]([CH3:36])[CH:16]=2)([CH2:13][CH3:14])[CH2:11][CH3:12])=[CH:6][C:5]=1[CH3:37].Cl.O. (2) Reactant: [NH:1]1[C:9]2[C:4](=[CH:5][CH:6]=[CH:7][CH:8]=2)[C:3]([C:10]([OH:12])=[O:11])=[CH:2]1.[H-].[Na+].Br[CH2:16][CH2:17][CH2:18][CH2:19][CH3:20]. Product: [C:10]([C:3]1[C:4]2[C:9](=[CH:8][CH:7]=[CH:6][CH:5]=2)[N:1]([CH2:16][CH2:17][CH2:18][CH2:19][CH3:20])[CH:2]=1)([OH:12])=[O:11]. The catalyst class is: 3. (3) Reactant: B.C(N(CC)C1C=CC=CC=1)C.[F:13][C:14]1[CH:19]=[CH:18][CH:17]=[CH:16][C:15]=1[C:20](=[O:22])[CH3:21].CO. Product: [F:13][C:14]1[CH:19]=[CH:18][CH:17]=[CH:16][C:15]=1[C@@H:20]([OH:22])[CH3:21]. The catalyst class is: 107.